This data is from Reaction yield outcomes from USPTO patents with 853,638 reactions. The task is: Predict the reaction yield, written as a fraction of the theoretical maximum amount of product (1.0 means a 100% yield; for example, 0.34 means a 34% yield). (1) The catalyst is C(OCC)(=O)C.C([O-])(=O)C.[Cu+2].C([O-])(=O)C.ClCCl. The product is [CH2:1]([C:3]1[N:4]([C:35]2[CH:36]=[CH:37][C:31]3[O:30][CH:29]([CH3:28])[CH2:33][C:32]=3[CH:34]=2)[C:5](=[O:27])[C:6]([CH2:12][C:13]2[CH:18]=[CH:17][C:16]([C:19]3[C:20]([C:25]#[N:26])=[CH:21][CH:22]=[CH:23][CH:24]=3)=[CH:15][CH:14]=2)=[C:7]([CH2:9][CH2:10][CH3:11])[N:8]=1)[CH3:2]. The yield is 1.00. The reactants are [CH2:1]([C:3]1[NH:4][C:5](=[O:27])[C:6]([CH2:12][C:13]2[CH:18]=[CH:17][C:16]([C:19]3[C:20]([C:25]#[N:26])=[CH:21][CH:22]=[CH:23][CH:24]=3)=[CH:15][CH:14]=2)=[C:7]([CH2:9][CH2:10][CH3:11])[N:8]=1)[CH3:2].[CH3:28][CH:29]1[CH2:33][C:32]2[CH:34]=[C:35](B(O)O)[CH:36]=[CH:37][C:31]=2[O:30]1.N1C=CC=CC=1.C(N(CC)CC)C. (2) The reactants are [C:1]([O:5][C:6](=[O:33])[N:7]([C:9]([C:25]1[CH:30]=[CH:29][C:28]([Cl:31])=[C:27]([Cl:32])[CH:26]=1)([CH2:15][N:16]([CH3:24])[C:17](=[O:23])[CH2:18][C:19]([F:22])([F:21])[F:20])[CH2:10][CH:11]([OH:14])CO)[CH3:8])([CH3:4])([CH3:3])[CH3:2].I([O-])(=O)(=O)=O.[Na+]. The catalyst is O1CCCC1.O. The product is [C:1]([O:5][C:6](=[O:33])[N:7]([C:9]([C:25]1[CH:30]=[CH:29][C:28]([Cl:31])=[C:27]([Cl:32])[CH:26]=1)([CH2:15][N:16]([CH3:24])[C:17](=[O:23])[CH2:18][C:19]([F:20])([F:21])[F:22])[CH2:10][CH:11]=[O:14])[CH3:8])([CH3:4])([CH3:2])[CH3:3]. The yield is 0.980. (3) The reactants are [NH2:1][C:2]1[N:3]([CH3:28])[C:4](=[O:27])[C@:5]2([N:26]=1)[C:14]1[C:9](=[CH:10][CH:11]=[C:12]([Br:15])[CH:13]=1)[CH2:8][C@:7]([CH2:17][O:18][Si](C(C)(C)C)(C)C)([CH3:16])[CH2:6]2.CCCC[N+](CCCC)(CCCC)CCCC.[F-]. The catalyst is C1COCC1. The product is [NH2:1][C:2]1[N:3]([CH3:28])[C:4](=[O:27])[C@:5]2([N:26]=1)[C:14]1[C:9](=[CH:10][CH:11]=[C:12]([Br:15])[CH:13]=1)[CH2:8][C@@:7]([CH2:17][OH:18])([CH3:16])[CH2:6]2. The yield is 0.700.